Dataset: Full USPTO retrosynthesis dataset with 1.9M reactions from patents (1976-2016). Task: Predict the reactants needed to synthesize the given product. (1) Given the product [CH3:1][O:2][C:3](=[O:25])[C@@H:4]([NH:12][C:13](=[O:24])[C@@H:14]([OH:23])[C@@H:15]([NH2:20])[CH2:16][CH2:17][CH2:18][CH3:19])[CH2:5][C:6]1[CH:11]=[CH:10][CH:9]=[CH:8][CH:7]=1, predict the reactants needed to synthesize it. The reactants are: [CH3:1][O:2][C:3](=[O:25])[C@@H:4]([NH:12][C:13](=[O:24])[C@@H:14]([OH:23])[C@@H:15]([N:20]=[N+]=[N-])[CH2:16][CH2:17][CH2:18][CH3:19])[CH2:5][C:6]1[CH:11]=[CH:10][CH:9]=[CH:8][CH:7]=1. (2) Given the product [C:1]([NH:4][C:5]1[S:6][C:7]([C:19]([O:21][CH2:22][CH3:23])=[O:20])=[C:8]([CH2:10][CH2:11][C:12]2[CH:17]=[CH:16][C:15]([NH:18][C:29]([O:28][C:24]([CH3:27])([CH3:26])[CH3:25])=[O:30])=[CH:14][CH:13]=2)[N:9]=1)(=[O:3])[CH3:2], predict the reactants needed to synthesize it. The reactants are: [C:1]([NH:4][C:5]1[S:6][C:7]([C:19]([O:21][CH2:22][CH3:23])=[O:20])=[C:8]([CH2:10][CH2:11][C:12]2[CH:17]=[CH:16][C:15]([NH2:18])=[CH:14][CH:13]=2)[N:9]=1)(=[O:3])[CH3:2].[C:24]([O:28][C:29](O[C:29]([O:28][C:24]([CH3:27])([CH3:26])[CH3:25])=[O:30])=[O:30])([CH3:27])([CH3:26])[CH3:25]. (3) Given the product [Br:1][C:2]1[CH:16]=[CH:15][C:5]2[O:6][C:7]3[C:8](=[N:9][CH:10]=[CH:11][CH:12]=3)[C:13](=[O:17])[C:4]=2[CH:3]=1, predict the reactants needed to synthesize it. The reactants are: [Br:1][C:2]1[CH:16]=[CH:15][C:5]([O:6][C:7]2[C:8]([C:13]#N)=[N:9][CH:10]=[CH:11][CH:12]=2)=[CH:4][CH:3]=1.[OH-:17].[K+]. (4) Given the product [CH:11]([N:14]([CH2:15][CH2:16][OH:17])[C:2]1[O:3][C:4]2[CH:10]=[CH:9][CH:8]=[CH:7][C:5]=2[N:6]=1)([CH3:13])[CH3:12], predict the reactants needed to synthesize it. The reactants are: Cl[C:2]1[O:3][C:4]2[CH:10]=[CH:9][CH:8]=[CH:7][C:5]=2[N:6]=1.[CH:11]([NH:14][CH2:15][CH2:16][OH:17])([CH3:13])[CH3:12].C(N(CC)CC)C. (5) The reactants are: [S:1]([O-:4])([O-:3])=[O:2].[Na+].[Na+].[Cl:7][C:8]1[CH:43]=[CH:42][C:11]([CH2:12][N:13]2[CH2:18][CH2:17][CH:16]([N:19]([CH2:27][C@@:28]([OH:41])([CH3:40])[CH2:29][O:30][C:31]3[CH:36]=[C:35]([F:37])[CH:34]=[CH:33][C:32]=3[CH2:38]Cl)C(=O)OC(C)(C)C)[CH2:15][CH2:14]2)=[CH:10][CH:9]=1. Given the product [Cl:7][C:8]1[CH:9]=[CH:10][C:11]([CH2:12][N:13]2[CH2:18][CH2:17][CH:16]([NH:19][CH2:27][C@@:28]([OH:41])([CH3:40])[CH2:29][O:30][C:31]3[CH:36]=[C:35]([F:37])[CH:34]=[CH:33][C:32]=3[CH2:38][S:1]([OH:4])(=[O:3])=[O:2])[CH2:15][CH2:14]2)=[CH:42][CH:43]=1, predict the reactants needed to synthesize it. (6) Given the product [CH3:19][O:18][CH:15]([O:14][CH3:13])[CH2:16][N:12]([CH2:11][CH2:10][C:3]1[CH:4]=[C:5]([O:8][CH3:9])[CH:6]=[CH:7][C:2]=1[F:1])[C:31](=[O:32])[C:30]([F:41])([F:40])[F:29], predict the reactants needed to synthesize it. The reactants are: [F:1][C:2]1[CH:7]=[CH:6][C:5]([O:8][CH3:9])=[CH:4][C:3]=1[CH2:10][CH2:11][NH2:12].[CH3:13][O:14][CH:15]([O:18][CH3:19])[CH:16]=O.[BH4-].[Na+].C(N(CC)CC)C.[F:29][C:30]([F:41])([F:40])[C:31](O[C:31](=[O:32])[C:30]([F:41])([F:40])[F:29])=[O:32]. (7) Given the product [C:1]1([CH3:35])[C:2]([NH:7][C:8]2[O:9][C:10]([C:16]3[CH:17]=[CH:18][C:19]([N:22]4[CH2:23][CH2:24][N:25]([C:28]([O:30][C:31]([CH3:32])([CH3:33])[CH3:34])=[O:29])[CH2:26][CH2:27]4)=[CH:20][CH:21]=3)=[C:11]([C:13](=[O:14])[NH2:43])[N:12]=2)=[CH:3][CH:4]=[CH:5][CH:6]=1, predict the reactants needed to synthesize it. The reactants are: [C:1]1([CH3:35])[C:2]([NH:7][C:8]2[O:9][C:10]([C:16]3[CH:21]=[CH:20][C:19]([N:22]4[CH2:27][CH2:26][N:25]([C:28]([O:30][C:31]([CH3:34])([CH3:33])[CH3:32])=[O:29])[CH2:24][CH2:23]4)=[CH:18][CH:17]=3)=[C:11]([C:13](O)=[O:14])[N:12]=2)=[CH:3][CH:4]=[CH:5][CH:6]=1.O.OC1C2N=N[NH:43]C=2C=CC=1.Cl.CN(C)CCCN=C=NCC.N.O1CCOCC1. (8) Given the product [Cl:9][C:8]1[N:1]=[C:2]([Cl:3])[N:4]=[C:5]([NH:16][CH2:15][C:14]2[CH:17]=[CH:18][C:11]([F:10])=[CH:12][CH:13]=2)[N:7]=1, predict the reactants needed to synthesize it. The reactants are: [N:1]1[C:8]([Cl:9])=[N:7][C:5](Cl)=[N:4][C:2]=1[Cl:3].[F:10][C:11]1[CH:18]=[CH:17][C:14]([CH2:15][NH2:16])=[CH:13][CH:12]=1.CCN(CC)CC. (9) Given the product [CH3:18][O:19][C:20]1[CH:21]=[C:22]([CH:24]=[CH:25][C:26]=1[O:27][CH3:28])[NH:23][C:2]1[CH:7]=[C:6]([C:8]([F:11])([F:10])[F:9])[N:5]=[C:4]([C:12]2[CH:17]=[N:16][CH:15]=[CH:14][N:13]=2)[N:3]=1, predict the reactants needed to synthesize it. The reactants are: Cl[C:2]1[CH:7]=[C:6]([C:8]([F:11])([F:10])[F:9])[N:5]=[C:4]([C:12]2[CH:17]=[N:16][CH:15]=[CH:14][N:13]=2)[N:3]=1.[CH3:18][O:19][C:20]1[CH:21]=[C:22]([CH:24]=[CH:25][C:26]=1[O:27][CH3:28])[NH2:23]. (10) Given the product [NH2:8][C:9]([CH3:37])([CH2:30][C:31]1[CH:32]=[CH:33][CH:34]=[CH:35][CH:36]=1)[CH2:10][O:11][CH2:12][C:13]1[CH:21]=[C:20]([N:22]([CH2:23][CH2:24][CH3:25])[S:26]([CH3:29])(=[O:28])=[O:27])[CH:19]=[C:15]([C:16]([N:45]2[CH2:46][CH2:47][CH2:48][CH:44]2[C:38]2[CH:43]=[CH:42][CH:41]=[CH:40][CH:39]=2)=[O:17])[CH:14]=1, predict the reactants needed to synthesize it. The reactants are: C(OC([NH:8][C:9]([CH3:37])([CH2:30][C:31]1[CH:36]=[CH:35][CH:34]=[CH:33][CH:32]=1)[CH2:10][O:11][CH2:12][C:13]1[CH:14]=[C:15]([CH:19]=[C:20]([N:22]([S:26]([CH3:29])(=[O:28])=[O:27])[CH2:23][CH2:24][CH3:25])[CH:21]=1)[C:16](O)=[O:17])=O)(C)(C)C.[C:38]1([CH:44]2[CH2:48][CH2:47][CH2:46][NH:45]2)[CH:43]=[CH:42][CH:41]=[CH:40][CH:39]=1.NC(C)(CC1C=CC=CC=1)COCC1C=C(C=C(N(S(C)(=O)=O)CCC)C=1)C(NC(C1C=CC=CC=1)C(F)(F)F)=O.N.